Dataset: Forward reaction prediction with 1.9M reactions from USPTO patents (1976-2016). Task: Predict the product of the given reaction. (1) Given the reactants [Cl:1][C:2]1[C:10]([F:11])=[C:9]2[C:5]([CH:6]=[CH:7][NH:8]2)=[CH:4][CH:3]=1.Br[C:13]1[CH:14]=[N:15][N:16]([CH2:18][CH3:19])[CH:17]=1.P([O-])([O-])([O-])=O.[K+].[K+].[K+].CNCCNC, predict the reaction product. The product is: [Cl:1][C:2]1[C:10]([F:11])=[C:9]2[C:5]([CH:6]=[CH:7][N:8]2[C:13]2[CH:14]=[N:15][N:16]([CH2:18][CH3:19])[CH:17]=2)=[CH:4][CH:3]=1. (2) Given the reactants C(=O)([O-])OCC([C@@:6]([C:35]1[CH:40]=[CH:39][C:38]([F:41])=[CH:37][C:36]=1[F:42])([CH2:29][N:30]1[CH:34]=[N:33][CH:32]=[N:31]1)[C@H:7]([S:9][C@@H:10]1[CH2:15][O:14][C@@H:13](/[CH:16]=[CH:17]/[CH:18]=[CH:19]/[C:20]2[CH:25]=[CH:24][C:23]([C:26]#[N:27])=[CH:22][C:21]=2[F:28])[O:12][CH2:11]1)[CH3:8])O.N1C=NN=N1.[CH2:50]([O:53][P:54]([O:62][CH2:63][CH:64]=[CH2:65])N(C(C)C)C(C)C)[CH:51]=[CH2:52].[CH2:66]([OH:69])[CH:67]=C.C([O:74]O)(C)(C)C.[C:76](=[O:79])([O-:78])[OH:77].[Na+].S([O-])([O-])(=O)=S.[Na+].[Na+], predict the reaction product. The product is: [C:76](=[O:78])([O:77][C@:6]([C:35]1[CH:40]=[CH:39][C:38]([F:41])=[CH:37][C:36]=1[F:42])([CH2:29][N:30]1[CH:34]=[N:33][CH:32]=[N:31]1)[C@H:7]([S:9][C@@H:10]1[CH2:15][O:14][C@@H:13](/[CH:16]=[CH:17]/[CH:18]=[CH:19]/[C:20]2[CH:25]=[CH:24][C:23]([C:26]#[N:27])=[CH:22][C:21]=2[F:28])[O:12][CH2:11]1)[CH3:8])[O:79][CH2:67][CH2:66][O:69][P:54]([O:53][CH2:50][CH:51]=[CH2:52])([O:62][CH2:63][CH:64]=[CH2:65])=[O:74]. (3) Given the reactants [CH2:1]([O:3][C:4]1[CH:9]=[CH:8][C:7]([C:10]([F:13])([F:12])[F:11])=[CH:6][C:5]=1[C:14]1[CH:18]=[C:17](OS(C(F)(F)F)(=O)=O)[N:16]([C@H:27]([C:29]2[CH:39]=[CH:38][C:32]([C:33]([O:35][CH2:36][CH3:37])=[O:34])=[CH:31][CH:30]=2)[CH3:28])[N:15]=1)[CH3:2].[CH3:40][O:41][C:42]1[CH:43]=[C:44]2[C:49](=[CH:50][CH:51]=1)[CH:48]=[C:47](B(O)O)[CH:46]=[CH:45]2.C(N(CC)CC)C, predict the reaction product. The product is: [CH2:1]([O:3][C:4]1[CH:9]=[CH:8][C:7]([C:10]([F:13])([F:11])[F:12])=[CH:6][C:5]=1[C:14]1[CH:18]=[C:17]([C:47]2[CH:46]=[CH:45][C:44]3[C:49](=[CH:50][CH:51]=[C:42]([O:41][CH3:40])[CH:43]=3)[CH:48]=2)[N:16]([C@H:27]([C:29]2[CH:39]=[CH:38][C:32]([C:33]([O:35][CH2:36][CH3:37])=[O:34])=[CH:31][CH:30]=2)[CH3:28])[N:15]=1)[CH3:2]. (4) Given the reactants C(NC(C)C)(C)C.C([Li])CCC.[F:13][C:14]1[CH:15]=[C:16]2[C:26]3[C:21](=[CH:22][N:23]=[C:24]([C:27]4[CH:28]=[N:29][CH:30]=[CH:31][CH:32]=4)[CH:25]=3)[N:20]([S:33]([C:36]3[CH:41]=[CH:40][C:39]([CH3:42])=[CH:38][CH:37]=3)(=[O:35])=[O:34])[C:17]2=[N:18][CH:19]=1.[I:43]I.[Cl-].[NH4+], predict the reaction product. The product is: [F:13][C:14]1[C:15]([I:43])=[C:16]2[C:26]3[C:21](=[CH:22][N:23]=[C:24]([C:27]4[CH:28]=[N:29][CH:30]=[CH:31][CH:32]=4)[CH:25]=3)[N:20]([S:33]([C:36]3[CH:37]=[CH:38][C:39]([CH3:42])=[CH:40][CH:41]=3)(=[O:35])=[O:34])[C:17]2=[N:18][CH:19]=1.